This data is from Full USPTO retrosynthesis dataset with 1.9M reactions from patents (1976-2016). The task is: Predict the reactants needed to synthesize the given product. (1) Given the product [C:34]1([P:40]([CH2:47][S:48][C:6](=[O:8])[CH2:5][NH:4][C:1](=[O:3])[CH3:2])[C:41]2[CH:46]=[CH:45][CH:44]=[CH:43][CH:42]=2)[CH:35]=[CH:36][CH:37]=[CH:38][CH:39]=1, predict the reactants needed to synthesize it. The reactants are: [C:1]([NH:4][CH2:5][C:6]([OH:8])=O)(=[O:3])[CH3:2].C1C=CC2N(O)N=NC=2C=1.C1CCC(N=C=NC2CCCCC2)CC1.[C:34]1([P:40]([CH2:47][SH:48])[C:41]2[CH:46]=[CH:45][CH:44]=[CH:43][CH:42]=2)[CH:39]=[CH:38][CH:37]=[CH:36][CH:35]=1. (2) Given the product [NH2:28][C@H:33]([C:32]([CH:4]([CH2:5][CH2:6][CH2:7][C@H:8]1[C@@H:16]2[C@@H:11]([NH:12][C:13]([NH:15]2)=[O:14])[CH2:10][S:9]1)[C:2](=[O:1])[OH:3])=[O:31])[C:18]([CH3:21])([CH3:20])[CH3:19], predict the reactants needed to synthesize it. The reactants are: [OH:1][C:2]([CH2:4][CH2:5][CH2:6][CH2:7][C@H:8]1[C@@H:16]2[C@@H:11]([NH:12][C:13]([NH:15]2)=[O:14])[CH2:10][S:9]1)=[O:3].Cl.[C:18](OC(=O)CN)([CH3:21])([CH3:20])[CH3:19].C[N:28]1[CH2:33][CH2:32][O:31]CC1.ON1C2C=CC=CC=2N=N1.Cl.CN(C)CCCN=C=NCC. (3) Given the product [ClH:1].[CH3:3][C:4]1[NH:8][N:7]=[CH:6][C:5]=1[C:9]1[S:17][C:16]2[C:15](=[O:18])[NH:14][C:13]([C@@H:19]3[CH2:24][CH:23]=[CH:22][CH2:21][NH:20]3)=[N:12][C:11]=2[CH:10]=1, predict the reactants needed to synthesize it. The reactants are: [ClH:1].Cl.[CH3:3][C:4]1[NH:8][N:7]=[CH:6][C:5]=1[C:9]1[S:17][C:16]2[C:15](=[O:18])[NH:14][C:13]([C@@H:19]3[CH2:24][CH:23]=[CH:22][CH2:21][NH:20]3)=[N:12][C:11]=2[CH:10]=1.O. (4) Given the product [Br:10][C:7]1[CH:8]=[CH:9][C:4]([CH2:18][OH:19])=[C:5]([F:12])[C:6]=1[F:11], predict the reactants needed to synthesize it. The reactants are: N#N.Br[C:4]1[CH:9]=[CH:8][C:7]([Br:10])=[C:6]([F:11])[C:5]=1[F:12].[Li]CCCC.[C:18](=O)=[O:19].S(C)C. (5) Given the product [Cl:23][C:24]1[CH:29]=[CH:28][C:27]([NH:30][C:31]([N:16]2[C@@H:17]3[C@@H:22]([CH2:21][CH2:20][CH2:19][CH2:18]3)[N:13]([C:4](=[N:3][C:1]#[N:2])[NH:5][C:6]3[CH:11]=[CH:10][CH:9]=[CH:8][C:7]=3[CH3:12])[CH2:14][CH2:15]2)=[O:32])=[CH:26][CH:25]=1, predict the reactants needed to synthesize it. The reactants are: [C:1]([N:3]=[C:4]([N:13]1[C@H:22]2[C@H:17]([CH2:18][CH2:19][CH2:20][CH2:21]2)[NH:16][CH2:15][CH2:14]1)[NH:5][C:6]1[CH:11]=[CH:10][CH:9]=[CH:8][C:7]=1[CH3:12])#[N:2].[Cl:23][C:24]1[CH:29]=[CH:28][C:27]([N:30]=[C:31]=[O:32])=[CH:26][CH:25]=1.